Dataset: Full USPTO retrosynthesis dataset with 1.9M reactions from patents (1976-2016). Task: Predict the reactants needed to synthesize the given product. (1) Given the product [Cl:8][CH2:7][CH2:6][CH2:5][O:4][C:2]([N:20]1[CH2:19][CH:18]([N:22]([CH2:24][C:25]2[CH:30]=[CH:29][C:28]([C:31]([F:34])([F:32])[F:33])=[C:27]([F:35])[CH:26]=2)[CH3:23])[CH:17]([C:12]2[CH:13]=[CH:14][C:15]([Cl:16])=[C:10]([Cl:9])[CH:11]=2)[CH2:21]1)=[O:3], predict the reactants needed to synthesize it. The reactants are: Cl[C:2]([O:4][CH2:5][CH2:6][CH2:7][Cl:8])=[O:3].[Cl:9][C:10]1[CH:11]=[C:12]([CH:17]2[CH2:21][NH:20][CH2:19][CH:18]2[N:22]([CH2:24][C:25]2[CH:30]=[CH:29][C:28]([C:31]([F:34])([F:33])[F:32])=[C:27]([F:35])[CH:26]=2)[CH3:23])[CH:13]=[CH:14][C:15]=1[Cl:16].C(N(CC)CC)C. (2) The reactants are: Cl[CH2:2][CH2:3][O:4][C:5]1[CH:10]=[CH:9][C:8]([N+:11]([O-:13])=[O:12])=[C:7]([CH3:14])[CH:6]=1.[CH3:15][N:16]1[CH2:21][CH2:20][NH:19][CH2:18][CH2:17]1.C(=O)([O-])[O-].[K+].[K+]. Given the product [CH3:15][N:16]1[CH2:21][CH2:20][N:19]([CH2:2][CH2:3][O:4][C:5]2[CH:10]=[CH:9][C:8]([N+:11]([O-:13])=[O:12])=[C:7]([CH3:14])[CH:6]=2)[CH2:18][CH2:17]1, predict the reactants needed to synthesize it. (3) The reactants are: Br[C:2]1[CH:3]=[C:4]([C:8]([NH2:10])=[O:9])[N:5]([CH3:7])[CH:6]=1.[C:11]([C:15]1[CH:16]=[C:17]2[C:22](=[CH:23][CH:24]=1)[C:21](=[O:25])[N:20]([C:26]1[CH:36]=[CH:35][CH:34]=[C:33](B3OC(C)(C)C(C)(C)O3)[C:27]=1[CH2:28][O:29]C(=O)C)[N:19]=[CH:18]2)([CH3:14])([CH3:13])[CH3:12]. Given the product [C:11]([C:15]1[CH:16]=[C:17]2[C:22](=[CH:23][CH:24]=1)[C:21](=[O:25])[N:20]([C:26]1[C:27]([CH2:28][OH:29])=[C:33]([C:2]3[CH:3]=[C:4]([C:8]([NH2:10])=[O:9])[N:5]([CH3:7])[CH:6]=3)[CH:34]=[CH:35][CH:36]=1)[N:19]=[CH:18]2)([CH3:14])([CH3:12])[CH3:13], predict the reactants needed to synthesize it. (4) Given the product [CH2:1]([O:3][C:4]1[CH:17]=[CH:16][C:7](/[CH:8]=[C:9]2/[C:10](=[O:15])[N:11]([CH:19]([CH2:29][NH:30][C:31](=[O:37])[O:32][C:33]([CH3:36])([CH3:35])[CH3:34])[CH2:20][NH:21][C:22](=[O:28])[O:23][C:24]([CH3:27])([CH3:25])[CH3:26])[C:12](=[O:14])[S:13]/2)=[CH:6][CH:5]=1)[CH3:2], predict the reactants needed to synthesize it. The reactants are: [CH2:1]([O:3][C:4]1[CH:17]=[CH:16][C:7](/[CH:8]=[C:9]2/[C:10](=[O:15])[NH:11][C:12](=[O:14])[S:13]/2)=[CH:6][CH:5]=1)[CH3:2].Br[CH:19]([CH2:29][NH:30][C:31](=[O:37])[O:32][C:33]([CH3:36])([CH3:35])[CH3:34])[CH2:20][NH:21][C:22](=[O:28])[O:23][C:24]([CH3:27])([CH3:26])[CH3:25].C(OC1C=CC(/C=C2/C(=O)N(CCCNC(=O)OC(C)(C)C)C(=O)S/2)=CC=1)C.